Dataset: Forward reaction prediction with 1.9M reactions from USPTO patents (1976-2016). Task: Predict the product of the given reaction. (1) Given the reactants C([O:8][NH:9][C:10]([C@H:12]1[C@H:15]([CH2:16][CH3:17])[CH2:14][N:13]1[C:18](=[O:32])[C:19]1[CH:24]=[C:23]([CH2:25][CH2:26][CH3:27])[C:22]([O:28][CH3:29])=[C:21]([O:30][CH3:31])[CH:20]=1)=[O:11])C1C=CC=CC=1.[H][H], predict the reaction product. The product is: [OH:8][NH:9][C:10]([C@H:12]1[C@H:15]([CH2:16][CH3:17])[CH2:14][N:13]1[C:18](=[O:32])[C:19]1[CH:24]=[C:23]([CH2:25][CH2:26][CH3:27])[C:22]([O:28][CH3:29])=[C:21]([O:30][CH3:31])[CH:20]=1)=[O:11]. (2) Given the reactants C(Cl)(=O)C(Cl)=O.[CH3:7][O:8][C:9]1[CH:14]=[C:13]([C:15]([OH:17])=O)[CH:12]=[CH:11][C:10]=1[C:18]1[CH:23]=[CH:22][CH:21]=[CH:20][C:19]=1[CH3:24].O[N:26]=[C:27]([C:29]1[CH:34]=[CH:33][CH:32]=[CH:31][C:30]=1[O:35][C:36]([F:39])([F:38])[F:37])[NH2:28].CCN(C(C)C)C(C)C, predict the reaction product. The product is: [CH3:7][O:8][C:9]1[CH:14]=[C:13]([C:15]2[O:17][N:28]=[C:27]([C:29]3[CH:34]=[CH:33][CH:32]=[CH:31][C:30]=3[O:35][C:36]([F:37])([F:38])[F:39])[N:26]=2)[CH:12]=[CH:11][C:10]=1[C:18]1[CH:23]=[CH:22][CH:21]=[CH:20][C:19]=1[CH3:24]. (3) The product is: [F:1][C:2]1[CH:7]=[CH:6][C:5]([C:18]2[N:23]=[C:22]([C:24]3[N:25]=[N:26][C:27]4[CH2:33][CH2:32][CH2:31][CH2:30][C:28]=4[N:29]=3)[CH:21]=[CH:20][C:19]=2[CH3:34])=[CH:4][CH:3]=1. Given the reactants [F:1][C:2]1[CH:7]=[CH:6][C:5](B(O)O)=[CH:4][CH:3]=1.C(=O)([O-])[O-].[Na+].[Na+].Br[C:18]1[N:23]=[C:22]([C:24]2[N:25]=[N:26][C:27]3[CH2:33][CH2:32][CH2:31][CH2:30][C:28]=3[N:29]=2)[CH:21]=[CH:20][C:19]=1[CH3:34], predict the reaction product. (4) Given the reactants [CH2:1]([C:3]([C:14]1[CH:19]=[CH:18][C:17](/[CH:20]=[CH:21]/[C:22](=[O:25])[CH2:23][CH3:24])=[C:16]([CH2:26][CH2:27][CH3:28])[CH:15]=1)([C:6]1[CH:11]=[CH:10][C:9]([OH:12])=[C:8]([CH3:13])[CH:7]=1)[CH2:4][CH3:5])[CH3:2].[NH4+].[Cl-].[CH2:31]1COC[CH2:32]1, predict the reaction product. The product is: [CH2:1]([C:3]([C:6]1[CH:11]=[CH:10][C:9]([OH:12])=[C:8]([CH3:13])[CH:7]=1)([C:14]1[CH:19]=[CH:18][C:17](/[CH:20]=[CH:21]/[C:22]([CH2:31][CH3:32])([OH:25])[CH2:23][CH3:24])=[C:16]([CH2:26][CH2:27][CH3:28])[CH:15]=1)[CH2:4][CH3:5])[CH3:2]. (5) Given the reactants Cl.[NH2:2][C@H:3]([CH3:15])[C:4]([NH:6][O:7]CC1C=CC=CC=1)=[O:5].[CH3:16][CH:17]([C:21]1[CH:26]=[CH:25][C:24]([CH2:27][CH:28]([CH3:30])[CH3:29])=[CH:23][CH:22]=1)[C:18]([OH:20])=O, predict the reaction product. The product is: [CH3:16][CH:17]([C:21]1[CH:26]=[CH:25][C:24]([CH2:27][CH:28]([CH3:30])[CH3:29])=[CH:23][CH:22]=1)[C:18]([NH:2][C@H:3]([CH3:15])[C:4]([NH:6][OH:7])=[O:5])=[O:20]. (6) Given the reactants Cl[C:2]1[C:3]2[S:10][CH:9]=[CH:8][C:4]=2[N:5]=[CH:6][N:7]=1.[NH:11]1[CH2:15][CH2:14][CH:13]([OH:16])[CH2:12]1.CCN(C(C)C)C(C)C.CS(C)=O, predict the reaction product. The product is: [N:5]1[C:4]2[CH:8]=[CH:9][S:10][C:3]=2[C:2]([N:11]2[CH2:15][CH2:14][CH:13]([OH:16])[CH2:12]2)=[N:7][CH:6]=1.